This data is from Peptide-MHC class II binding affinity with 134,281 pairs from IEDB. The task is: Regression. Given a peptide amino acid sequence and an MHC pseudo amino acid sequence, predict their binding affinity value. This is MHC class II binding data. (1) The peptide sequence is AVHVWLRLPAGRVEI. The MHC is HLA-DQA10301-DQB10302 with pseudo-sequence HLA-DQA10301-DQB10302. The binding affinity (normalized) is 0.216. (2) The peptide sequence is AEKVAATAANAAPAN. The MHC is DRB1_0401 with pseudo-sequence DRB1_0401. The binding affinity (normalized) is 0.615. (3) The peptide sequence is QQAMSNLVLGSGQHK. The MHC is DRB1_0101 with pseudo-sequence DRB1_0101. The binding affinity (normalized) is 0.309. (4) The peptide sequence is HVKHFVINLIGDFEV. The MHC is DRB1_0101 with pseudo-sequence DRB1_0101. The binding affinity (normalized) is 0.420. (5) The peptide sequence is FFALCVLGLVAAALP. The MHC is H-2-IAd with pseudo-sequence H-2-IAd. The binding affinity (normalized) is 0.602. (6) The peptide sequence is KGNFQRLAITKGKVD. The MHC is HLA-DPA10103-DPB10201 with pseudo-sequence HLA-DPA10103-DPB10201. The binding affinity (normalized) is 0.319. (7) The peptide sequence is SPSLWEIEFARQLASV. The MHC is DRB1_0101 with pseudo-sequence DRB1_0101. The binding affinity (normalized) is 0.655.